From a dataset of Peptide-MHC class I binding affinity with 185,985 pairs from IEDB/IMGT. Regression. Given a peptide amino acid sequence and an MHC pseudo amino acid sequence, predict their binding affinity value. This is MHC class I binding data. (1) The peptide sequence is RTSKTSLER. The MHC is HLA-A11:01 with pseudo-sequence HLA-A11:01. The binding affinity (normalized) is 0.389. (2) The peptide sequence is ILYNEYNFV. The MHC is HLA-A02:12 with pseudo-sequence HLA-A02:12. The binding affinity (normalized) is 1.00. (3) The peptide sequence is AVLQSGFRK. The MHC is HLA-A30:01 with pseudo-sequence HLA-A30:01. The binding affinity (normalized) is 0.277. (4) The peptide sequence is SLTDRELLL. The MHC is HLA-A03:01 with pseudo-sequence HLA-A03:01. The binding affinity (normalized) is 0.0847. (5) The peptide sequence is KFLEFSNRVY. The MHC is HLA-A11:01 with pseudo-sequence HLA-A11:01. The binding affinity (normalized) is 0.148.